This data is from Full USPTO retrosynthesis dataset with 1.9M reactions from patents (1976-2016). The task is: Predict the reactants needed to synthesize the given product. (1) Given the product [CH:17]([N:5]1[C:6]2[C:11](=[CH:10][CH:9]=[CH:8][CH:7]=2)[C:12]([C:13]([OH:15])=[O:14])=[C:4]1[CH3:3])([CH3:18])[CH3:1], predict the reactants needed to synthesize it. The reactants are: [CH3:1]O.[CH3:3][C:4]1[N:5]([CH2:17][C:18]2C=NC=NC=2)[C:6]2[C:11]([C:12]=1[C:13]([O:15]C)=[O:14])=[CH:10][CH:9]=[CH:8][CH:7]=2.[OH-].[K+].Cl. (2) Given the product [NH2:48][C@@H:47]([C@@H:59]([OH:61])[CH3:60])[C:46]([NH:45][CH2:44][CH2:43][CH2:42][NH:41][C@@H:40]([C@H:39]([CH:10]1[C@@H:9]([O:8][Si:1]([C:4]([CH3:5])([CH3:6])[CH3:7])([CH3:3])[CH3:2])[C@@H:13]([O:14][Si:15]([C:18]([CH3:19])([CH3:20])[CH3:21])([CH3:17])[CH3:16])[C@H:12]([N:22]2[CH:27]=[CH:26][C:25](=[O:28])[N:24]([CH2:29][C:30]3[CH:35]=[CH:34][C:33]([O:36][CH3:37])=[CH:32][CH:31]=3)[C:23]2=[O:38])[O:11]1)[OH:70])[C:63]([O:65][C:66]([CH3:68])([CH3:69])[CH3:67])=[O:64])=[O:62], predict the reactants needed to synthesize it. The reactants are: [Si:1]([O:8][C@H:9]1[C@@H:13]([O:14][Si:15]([C:18]([CH3:21])([CH3:20])[CH3:19])([CH3:17])[CH3:16])[C@H:12]([N:22]2[CH:27]=[CH:26][C:25](=[O:28])[N:24]([CH2:29][C:30]3[CH:35]=[CH:34][C:33]([O:36][CH3:37])=[CH:32][CH:31]=3)[C:23]2=[O:38])[O:11][CH:10]1[C@H:39]([OH:70])[C@@H:40]([C:63]([O:65][C:66]([CH3:69])([CH3:68])[CH3:67])=[O:64])[NH:41][CH2:42][CH2:43][CH2:44][NH:45][C:46](=[O:62])[C@H:47]([C@@H:59]([OH:61])[CH3:60])[NH:48]C(=O)OCC1C=CC=CC=1)([C:4]([CH3:7])([CH3:6])[CH3:5])([CH3:3])[CH3:2]. (3) Given the product [NH2:1][C:2]1[N:7]=[C:6]([NH:22][CH2:21][CH2:20][O:19][CH3:18])[C:5]([C:11]#[N:12])=[C:4]([C:13]2[S:14][CH:15]=[CH:16][CH:17]=2)[N:3]=1, predict the reactants needed to synthesize it. The reactants are: [NH2:1][C:2]1[N:7]=[C:6](S(C)=O)[C:5]([C:11]#[N:12])=[C:4]([C:13]2[S:14][CH:15]=[CH:16][CH:17]=2)[N:3]=1.[CH3:18][O:19][CH2:20][CH2:21][NH2:22].